This data is from Retrosynthesis with 50K atom-mapped reactions and 10 reaction types from USPTO. The task is: Predict the reactants needed to synthesize the given product. (1) Given the product COC(=O)C1=C(O)c2ccccc2S(=O)(=O)N1Cc1ccc2c(c1)OCO2, predict the reactants needed to synthesize it. The reactants are: COC(=O)C1=C(O)c2ccccc2S(=O)(=O)N1.ClCc1ccc2c(c1)OCO2. (2) Given the product ON=C1c2ccccc2-c2c(OC[C@@H](O)CNCC3CCN(c4ccnc5cc(C(F)(F)F)ccc45)CC3)cccc21, predict the reactants needed to synthesize it. The reactants are: NO.O=C1c2ccccc2-c2c(OC[C@@H](O)CNCC3CCN(c4ccnc5cc(C(F)(F)F)ccc45)CC3)cccc21. (3) Given the product COC(=O)c1cc(N)ccc1Oc1ccc(F)c(NC(=O)Cc2cccc(C(F)(F)F)c2)c1, predict the reactants needed to synthesize it. The reactants are: COC(=O)c1cc([N+](=O)[O-])ccc1Oc1ccc(F)c(NC(=O)Cc2cccc(C(F)(F)F)c2)c1. (4) Given the product COc1ccc(-c2cc(N)c(C(=O)O)s2)cc1, predict the reactants needed to synthesize it. The reactants are: COC(=O)c1sc(-c2ccc(OC)cc2)cc1N. (5) Given the product C[SiH](C)OC(c1cccc(CNC(=O)c2cccc(CCCl)c2)c1)C(C)(C)C, predict the reactants needed to synthesize it. The reactants are: C[SiH](C)OC(c1cccc(CN)c1)C(C)(C)C.O=C(Cl)c1cccc(CCCl)c1. (6) Given the product O=[N+]([O-])c1ccc(OCCCn2ccnc2)cc1, predict the reactants needed to synthesize it. The reactants are: O=[N+]([O-])c1ccc(OCCCBr)cc1.c1c[nH]cn1. (7) Given the product C=C(C)c1ccc2c(-c3ccc(OC)cc3F)cc(C(=O)OC)nc2c1, predict the reactants needed to synthesize it. The reactants are: C=C(C)B1OC(C)(C)C(C)(C)O1.COC(=O)c1cc(-c2ccc(OC)cc2F)c2ccc(Cl)cc2n1. (8) Given the product COc1ccccc1NC(=O)c1ccc(-c2ccc(NC(=O)c3oc(N4CCCC(C)C4)nc3C(F)(F)F)cc2)cc1, predict the reactants needed to synthesize it. The reactants are: CC1CCCN(c2nc(C(F)(F)F)c(C(=O)Nc3ccc(-c4ccc(C(=O)Nc5ccccc5)cc4)cc3)o2)C1.COc1ccccc1N.